From a dataset of Reaction yield outcomes from USPTO patents with 853,638 reactions. Predict the reaction yield, written as a fraction of the theoretical maximum amount of product (1.0 means a 100% yield; for example, 0.34 means a 34% yield). (1) The reactants are F[C:2]1[CH:7]=[CH:6][CH:5]=[C:4]([F:8])[C:3]=1[N+:9]([O-:11])=[O:10].[CH3:12][O:13][C:14]1[CH:19]=[CH:18][C:17]([NH2:20])=[CH:16][CH:15]=1.C(=O)([O-])[O-].[K+].[K+].O. The catalyst is CN(C)C=O. The product is [F:8][C:4]1[C:3]([N+:9]([O-:11])=[O:10])=[C:2]([CH:7]=[CH:6][CH:5]=1)[NH:20][C:17]1[CH:18]=[CH:19][C:14]([O:13][CH3:12])=[CH:15][CH:16]=1. The yield is 0.640. (2) The reactants are [Br:1][C:2]1[CH:7]=[CH:6][C:5]([CH2:8][C:9]#[N:10])=[C:4]([F:11])[CH:3]=1.Br[CH2:13][CH2:14][CH2:15]Br.[H-].[Na+].[Cl-].[NH4+]. The catalyst is CCOCC.CS(C)=O. The product is [Br:1][C:2]1[CH:7]=[CH:6][C:5]([C:8]2([C:9]#[N:10])[CH2:15][CH2:14][CH2:13]2)=[C:4]([F:11])[CH:3]=1. The yield is 0.590. (3) The reactants are [I:1][C:2]1[CH:7]=[CH:6][N:5]=[C:4]([C:8]([OH:10])=O)[CH:3]=1.CN(C)CCCN=C=NCC.ON1C2C=CC=CC=2N=N1.Cl.[CH3:33][O:34][C:35](=[O:38])[CH2:36][NH2:37]. The catalyst is C(Cl)Cl. The product is [CH3:33][O:34][C:35](=[O:38])[CH2:36][NH:37][C:8]([C:4]1[CH:3]=[C:2]([I:1])[CH:7]=[CH:6][N:5]=1)=[O:10]. The yield is 0.440.